From a dataset of HIV replication inhibition screening data with 41,000+ compounds from the AIDS Antiviral Screen. Binary Classification. Given a drug SMILES string, predict its activity (active/inactive) in a high-throughput screening assay against a specified biological target. (1) The molecule is CN(C)c1ccc(C=C(C#N)c2ccccc2Cl)cc1. The result is 1 (active). (2) The molecule is COc1ccc(C=c2sc3n(c2=O)NC(c2ccc(Cl)cc2)NN=3)cc1. The result is 0 (inactive). (3) The molecule is COc1ccc(OC)c(C=Cc2ccccc2)c1. The result is 0 (inactive). (4) The drug is CN1CCOC1(C)c1ccccc1O. The result is 0 (inactive). (5) The molecule is CCCCCCCCS(=O)(=O)c1ccc(O)c(C(=O)Nc2ccc(C(F)(F)F)cc2)c1. The result is 0 (inactive). (6) The drug is Nc1cccc(N=Nc2c(S(=O)(=O)O)cc3cc(NC(=O)Nc4ccc5c(O)c(N=Nc6cccc(N)c6)c(S(=O)(=O)O)cc5c4)ccc3c2O)c1. The result is 1 (active). (7) The result is 0 (inactive). The drug is COP(=O)(CCC1OCCO1)OC.